This data is from Peptide-MHC class II binding affinity with 134,281 pairs from IEDB. The task is: Regression. Given a peptide amino acid sequence and an MHC pseudo amino acid sequence, predict their binding affinity value. This is MHC class II binding data. (1) The peptide sequence is TVTVFKIPKKASEGA. The MHC is DRB5_0101 with pseudo-sequence DRB5_0101. The binding affinity (normalized) is 0.552. (2) The peptide sequence is AIKGAVVGIALG. The MHC is DRB1_0101 with pseudo-sequence DRB1_0101. The binding affinity (normalized) is 0.638. (3) The peptide sequence is VDCRPFNGGESKLKA. The MHC is HLA-DQA10102-DQB10602 with pseudo-sequence HLA-DQA10102-DQB10602. The binding affinity (normalized) is 0. (4) The peptide sequence is SMGDDHFWAVRGGGGESFGI. The MHC is HLA-DQA10501-DQB10301 with pseudo-sequence HLA-DQA10501-DQB10301. The binding affinity (normalized) is 0.695. (5) The peptide sequence is SEELRSLYNTVATLYCVHQ. The MHC is DRB1_0802 with pseudo-sequence DRB1_0802. The binding affinity (normalized) is 0.603.